Dataset: Full USPTO retrosynthesis dataset with 1.9M reactions from patents (1976-2016). Task: Predict the reactants needed to synthesize the given product. Given the product [OH:8][C:9]1[C:10](=[O:27])[N:11]([CH3:26])[CH:12]=[C:13]([N:15]2[CH:19]=[CH:18][C:17]([C:20]3[CH:25]=[CH:24][CH:23]=[CH:22][CH:21]=3)=[N:16]2)[CH:14]=1, predict the reactants needed to synthesize it. The reactants are: C([O:8][C:9]1[C:10](=[O:27])[N:11]([CH3:26])[CH:12]=[C:13]([N:15]2[CH:19]=[CH:18][C:17]([C:20]3[CH:25]=[CH:24][CH:23]=[CH:22][CH:21]=3)=[N:16]2)[CH:14]=1)C1C=CC=CC=1.